Dataset: Blood-brain barrier permeability classification from the B3DB database. Task: Regression/Classification. Given a drug SMILES string, predict its absorption, distribution, metabolism, or excretion properties. Task type varies by dataset: regression for continuous measurements (e.g., permeability, clearance, half-life) or binary classification for categorical outcomes (e.g., BBB penetration, CYP inhibition). Dataset: b3db_classification. (1) The result is 1 (penetrates BBB). The compound is C[C@H](Cc1ccccc1)NCCC1c2ccccc2Sc2ccccc21. (2) The compound is CCCCc1oc2ccc(NS(C)(=O)=O)cc2c1C(=O)c1ccc(OCCCN(CCCC)CCCC)cc1. The result is 0 (does not penetrate BBB). (3) The compound is CN[C@H](CC(C)C)C(=O)N[C@H]1C(=O)N[C@@H](CC(N)=O)C(=O)N[C@H]2C(=O)N[C@H]3C(=O)N[C@H](C(=O)N[C@H](C(=O)O)c4cc(O)cc(O)c4-c4cc3ccc4O)[C@H](O)c3ccc(c(Cl)c3)Oc3cc2cc(c3O[C@@H]2O[C@H](CO)[C@@H](O)[C@H](O)[C@H]2O[C@@H]2C[C@](C)(N)[C@@H](O)[C@H](C)O2)Oc2ccc(cc2Cl)[C@H]1O. The result is 0 (does not penetrate BBB). (4) The drug is CC(C)[C@H](N)C(=O)OCC(CO)OCn1cnc2c(=O)[nH]c(N)nc21. The result is 1 (penetrates BBB). (5) The molecule is COc1cc2nc(N3CCN(C(=O)c4ccco4)CC3)nc(C)c2cc1OC. The result is 1 (penetrates BBB). (6) The compound is COC1=C(C(=O)O)N2C(=O)C(NC(=O)C(N)C3C=CCC=C3)C2SC1. The result is 0 (does not penetrate BBB). (7) The drug is O=C1CC[C@]2(O)[C@H]3Cc4ccc(O)c5c4[C@]2(CCN3CC2CC2)[C@@H]1O5. The result is 1 (penetrates BBB). (8) The result is 1 (penetrates BBB). The molecule is O=C(c1cc2ccccc2o1)N1CCN(Cc2ccccc2)CC1. (9) The molecule is Clc1cccc(N2CCNCC2)c1. The result is 1 (penetrates BBB).